This data is from Forward reaction prediction with 1.9M reactions from USPTO patents (1976-2016). The task is: Predict the product of the given reaction. (1) The product is: [C:1]([O:5][C@@H:6]([C:12]1[C:21]([CH3:22])=[CH:20][C:19]2[C:14](=[CH:15][CH:16]=[C:17]([Cl:32])[CH:18]=2)[C:13]=1[O:24][S:25]([C:28]([F:31])([F:30])[F:29])(=[O:27])=[O:26])[C:7]([O:9][CH2:10][CH3:11])=[O:8])([CH3:4])([CH3:3])[CH3:2]. Given the reactants [C:1]([O:5][C@@H:6]([C:12]1[C:21]([CH3:22])=[C:20](C)[C:19]2[C:14](=[CH:15][CH:16]=[CH:17][CH:18]=2)[C:13]=1[O:24][S:25]([C:28]([F:31])([F:30])[F:29])(=[O:27])=[O:26])[C:7]([O:9][CH2:10][CH3:11])=[O:8])([CH3:4])([CH3:3])[CH3:2].[Cl:32]C1C=C2C(=CC=1)C(O)=CC(C)=C2, predict the reaction product. (2) Given the reactants C(OC(=O)[NH:5][C:6]1[C:11]([O:12][C:13]([F:16])([F:15])[F:14])=[CH:10][CH:9]=[C:8]([F:17])[C:7]=1[C:18]#[C:19][Si](C)(C)C)C.[OH-].[K+], predict the reaction product. The product is: [F:17][C:8]1[CH:9]=[CH:10][C:11]([O:12][C:13]([F:14])([F:15])[F:16])=[C:6]2[C:7]=1[CH:18]=[CH:19][NH:5]2.